From a dataset of Full USPTO retrosynthesis dataset with 1.9M reactions from patents (1976-2016). Predict the reactants needed to synthesize the given product. (1) Given the product [CH3:1][C:2]1[CH:3]=[N:4][CH:5]=[CH:6][C:7]=1[C:8](=[O:10])[CH3:9], predict the reactants needed to synthesize it. The reactants are: [CH3:1][C:2]1[CH:3]=[N:4][CH:5]=[CH:6][C:7]=1[CH:8]([OH:10])[CH3:9]. (2) Given the product [F:22][C:23]1[CH:24]=[C:25]([C:2]2[CH:3]=[CH:4][C:5]([NH:8][C:9](=[O:21])[CH2:10][N:11]3[CH2:16][CH2:15][N:14]4[C:17](=[O:20])[CH2:18][CH2:19][CH:13]4[CH2:12]3)=[N:6][CH:7]=2)[CH:26]=[C:27]([F:29])[CH:28]=1, predict the reactants needed to synthesize it. The reactants are: Br[C:2]1[CH:3]=[CH:4][C:5]([NH:8][C:9](=[O:21])[CH2:10][N:11]2[CH2:16][CH2:15][N:14]3[C:17](=[O:20])[CH2:18][CH2:19][CH:13]3[CH2:12]2)=[N:6][CH:7]=1.[F:22][C:23]1[CH:24]=[C:25](B(O)O)[CH:26]=[C:27]([F:29])[CH:28]=1. (3) Given the product [CH2:4]([N:11]1[CH2:16][CH2:15][N:14]([CH2:17][C:18]2[CH:23]=[CH:22][CH:21]=[CH:20][CH:19]=2)[CH2:13][CH:12]1[CH2:24][C:1]#[N:2])[C:5]1[CH:10]=[CH:9][CH:8]=[CH:7][CH:6]=1, predict the reactants needed to synthesize it. The reactants are: [C-:1]#[N:2].[K+].[CH2:4]([N:11]1[CH2:16][CH2:15][N:14]([CH2:17][C:18]2[CH:23]=[CH:22][CH:21]=[CH:20][CH:19]=2)[CH2:13][CH:12]1[CH2:24]Cl)[C:5]1[CH:10]=[CH:9][CH:8]=[CH:7][CH:6]=1. (4) Given the product [CH3:1][O:2][C:3](=[O:20])[C@@H:4]([NH:9][C:10]([O:12][CH2:13][C:14]1[CH:15]=[CH:16][CH:17]=[CH:18][CH:19]=1)=[O:11])[CH2:5][CH2:6][OH:7], predict the reactants needed to synthesize it. The reactants are: [CH3:1][O:2][C:3](=[O:20])[C@@H:4]([NH:9][C:10]([O:12][CH2:13][C:14]1[CH:19]=[CH:18][CH:17]=[CH:16][CH:15]=1)=[O:11])[CH2:5][C:6](O)=[O:7].B. (5) The reactants are: CC(OI1(OC(C)=O)(OC(C)=O)OC(=O)C2C1=CC=CC=2)=O.[C:23]12([CH2:33][CH2:34][N:35]([CH2:49][CH2:50][CH2:51][CH2:52][CH3:53])[C:36]([NH:38][CH2:39][CH2:40][CH:41]([OH:48])[C:42]3[CH:47]=[CH:46][N:45]=[CH:44][CH:43]=3)=[O:37])[CH2:32][CH:27]3[CH2:28][CH:29]([CH2:31][CH:25]([CH2:26]3)[CH2:24]1)[CH2:30]2.S([O-])([O-])=O.[Na+].[Na+].C(=O)([O-])O.[Na+]. Given the product [C:23]12([CH2:33][CH2:34][N:35]([CH2:49][CH2:50][CH2:51][CH2:52][CH3:53])[C:36]([NH:38][CH2:39][CH2:40][C:41](=[O:48])[C:42]3[CH:47]=[CH:46][N:45]=[CH:44][CH:43]=3)=[O:37])[CH2:30][CH:29]3[CH2:28][CH:27]([CH2:26][CH:25]([CH2:31]3)[CH2:24]1)[CH2:32]2, predict the reactants needed to synthesize it. (6) The reactants are: [C:1]([S:5]([C:8]1[CH:9]=[C:10]2[C:15](=[CH:16][C:17]=1[O:18][CH2:19][CH2:20]SC)[N:14]=[CH:13][N:12]=[C:11]2[NH:23][C:24]1[CH:25]=[CH:26][C:27]2[S:31][CH:30]=[N:29][C:28]=2[CH:32]=1)(=O)=[O:6])([CH3:4])([CH3:3])[CH3:2].[CH2:33]1COCC1.O[O:39][S:40]([O-:42])=O.[K+].[OH2:44]. Given the product [C:1]([S:5]([C:8]1[CH:9]=[C:10]2[C:15](=[CH:16][C:17]=1[O:18][CH2:19][CH2:20][S:40]([CH3:33])(=[O:42])=[O:39])[N:14]=[CH:13][N:12]=[C:11]2[NH:23][C:24]1[CH:25]=[CH:26][C:27]2[S:31][CH:30]=[N:29][C:28]=2[CH:32]=1)(=[O:6])=[O:44])([CH3:3])([CH3:4])[CH3:2], predict the reactants needed to synthesize it.